This data is from Forward reaction prediction with 1.9M reactions from USPTO patents (1976-2016). The task is: Predict the product of the given reaction. (1) The product is: [C:1]([O:5][C:6]([N:8]([CH3:31])[CH2:9][C:10]([CH3:28])([CH3:27])[CH2:11][O:12][C:13]1[CH:22]=[C:21]([C:23]([CH3:26])([CH3:25])[CH3:24])[CH:20]=[CH:19][C:14]=1[C:15]([O:17][CH3:18])=[O:16])=[O:7])([CH3:3])([CH3:4])[CH3:2]. Given the reactants [C:1]([O:5][C:6]([NH:8][CH2:9][C:10]([CH3:28])([CH3:27])[CH2:11][O:12][C:13]1[CH:22]=[C:21]([C:23]([CH3:26])([CH3:25])[CH3:24])[CH:20]=[CH:19][C:14]=1[C:15]([O:17][CH3:18])=[O:16])=[O:7])([CH3:4])([CH3:3])[CH3:2].CI.[CH3:31][Si]([N-][Si](C)(C)C)(C)C.[Na+], predict the reaction product. (2) Given the reactants [O:1]=[C:2]1[CH2:6][CH2:5][C:4]([CH:11]([CH3:13])[CH3:12])([C:7]([O:9]C)=[O:8])[CH2:3]1.Cl, predict the reaction product. The product is: [O:1]=[C:2]1[CH2:6][CH2:5][C:4]([CH:11]([CH3:13])[CH3:12])([C:7]([OH:9])=[O:8])[CH2:3]1. (3) Given the reactants [C:1]1(=[N:11]O)[C:10]2[C:5](=[CH:6][CH:7]=[CH:8][CH:9]=2)[CH2:4][CH2:3][CH2:2]1.C(=O)(O)[O-:14].[Na+], predict the reaction product. The product is: [NH:11]1[C:6](=[O:14])[CH2:7][CH2:8][CH2:9][C:10]2[CH:5]=[CH:4][CH:3]=[CH:2][C:1]1=2. (4) Given the reactants [Br:1][C:2]1[N:3]=[C:4]([C@H:12]2[CH2:17][N:16]3[C:18](=[O:23])[O:19][CH:20]([CH:21]=[CH2:22])[C@@H:15]3[CH2:14][CH2:13]2)[N:5]2[CH:10]=[CH:9][N:8]=[C:7](Cl)[C:6]=12.[NH3:24].O, predict the reaction product. The product is: [NH2:24][C:7]1[C:6]2[N:5]([C:4]([C@H:12]3[CH2:17][N:16]4[C:18](=[O:23])[O:19][CH:20]([CH:21]=[CH2:22])[C@@H:15]4[CH2:14][CH2:13]3)=[N:3][C:2]=2[Br:1])[CH:10]=[CH:9][N:8]=1.